Dataset: Full USPTO retrosynthesis dataset with 1.9M reactions from patents (1976-2016). Task: Predict the reactants needed to synthesize the given product. (1) The reactants are: [CH:1]([Mg]Br)=[CH2:2].CN(CCN(C)C)C.[Si:13]([O:20][C@H:21]([CH2:30][O:31][Si:32]([C:35]([CH3:38])([CH3:37])[CH3:36])([CH3:34])[CH3:33])/[CH:22]=[N:23]\[S@:24]([C:26]([CH3:29])([CH3:28])[CH3:27])=[O:25])([C:16]([CH3:19])([CH3:18])[CH3:17])([CH3:15])[CH3:14]. Given the product [Si:32]([O:31][CH2:30][C@@H:21]([O:20][Si:13]([C:16]([CH3:19])([CH3:17])[CH3:18])([CH3:15])[CH3:14])[C@H:22]([NH:23][S@:24]([C:26]([CH3:27])([CH3:28])[CH3:29])=[O:25])[CH:1]=[CH2:2])([C:35]([CH3:38])([CH3:37])[CH3:36])([CH3:33])[CH3:34], predict the reactants needed to synthesize it. (2) Given the product [Cl:10][C:4]1[CH:5]=[C:6]([C:8]#[N:9])[CH:7]=[C:2]([N:11]2[CH2:15][CH2:14][CH2:13][CH2:12]2)[N:3]=1, predict the reactants needed to synthesize it. The reactants are: Cl[C:2]1[CH:7]=[C:6]([C:8]#[N:9])[CH:5]=[C:4]([Cl:10])[N:3]=1.[NH:11]1[CH2:15][CH2:14][CH2:13][CH2:12]1. (3) Given the product [CH2:1]([O:8][C:9]1[C:13]([C:14]([OH:16])=[O:15])=[C:12]([Br:19])[N:11]([CH:20]([CH3:22])[CH3:21])[N:10]=1)[C:2]1[CH:3]=[CH:4][CH:5]=[CH:6][CH:7]=1, predict the reactants needed to synthesize it. The reactants are: [CH2:1]([O:8][C:9]1[C:13]([C:14]([O:16]CC)=[O:15])=[C:12]([Br:19])[N:11]([CH:20]([CH3:22])[CH3:21])[N:10]=1)[C:2]1[CH:7]=[CH:6][CH:5]=[CH:4][CH:3]=1.[OH-].[Na+].Cl. (4) Given the product [CH3:21][O:18][C:17]([C:15]1[N:16]=[C:12]([S:11][C:8]([C:6]([O:5][C:1]([CH3:2])([CH3:3])[CH3:4])=[O:7])([CH3:10])[CH3:9])[S:13][CH:14]=1)=[O:19], predict the reactants needed to synthesize it. The reactants are: [C:1]([O:5][C:6]([C:8]([S:11][C:12]1[S:13][CH:14]=[C:15]([C:17]([OH:19])=[O:18])[N:16]=1)([CH3:10])[CH3:9])=[O:7])([CH3:4])([CH3:3])[CH3:2].Cl.[CH2:21](N=C=NCCCN(C)C)C.CO. (5) Given the product [C:26]([CH:28]1[CH2:33][CH2:32][N:31]([C:34](=[O:60])[C@H:35]([NH:39][C:40]([C:42]2[C:50]3[C:45](=[N:46][CH:47]=[C:48]([C:5]4[C:4]5[C:8](=[CH:9][C:10]([Cl:11])=[C:2]([Cl:1])[CH:3]=5)[N:7]([CH3:12])[N:6]=4)[N:49]=3)[N:44]([CH2:52][O:53][CH2:54][CH2:55][Si:56]([CH3:58])([CH3:57])[CH3:59])[CH:43]=2)=[O:41])[CH:36]2[CH2:37][CH2:38]2)[CH2:30][CH2:29]1)#[N:27], predict the reactants needed to synthesize it. The reactants are: [Cl:1][C:2]1[CH:3]=[C:4]2[C:8](=[CH:9][C:10]=1[Cl:11])[N:7]([CH3:12])[N:6]=[C:5]2[Sn](CCCC)(CCCC)CCCC.[C:26]([CH:28]1[CH2:33][CH2:32][N:31]([C:34](=[O:60])[C@H:35]([NH:39][C:40]([C:42]2[C:50]3[C:45](=[N:46][CH:47]=[C:48](Br)[N:49]=3)[N:44]([CH2:52][O:53][CH2:54][CH2:55][Si:56]([CH3:59])([CH3:58])[CH3:57])[CH:43]=2)=[O:41])[CH:36]2[CH2:38][CH2:37]2)[CH2:30][CH2:29]1)#[N:27]. (6) Given the product [O:7]([C:8]1[CH:13]=[CH:12][C:11]([C:14]2[CH:15]=[C:16]3[CH:22]=[CH:21][NH:20][C:17]3=[N:18][CH:19]=2)=[CH:10][C:9]=1[Cl:23])[C@H:6]1[O:24][C@H:25]([CH2:36][OH:37])[C@@H:26]([OH:32])[C@H:27]([OH:28])[C@@H:5]1[OH:4], predict the reactants needed to synthesize it. The reactants are: C([O:4][C@H:5]1[C@@H:27]([O:28]C(=O)C)[C@H:26]([O:32]C(=O)C)[C@@H:25]([CH2:36][O:37]C(=O)C)[O:24][C@@H:6]1[O:7][C:8]1[CH:13]=[CH:12][C:11]([C:14]2[CH:15]=[C:16]3[CH:22]=[CH:21][NH:20][C:17]3=[N:18][CH:19]=2)=[CH:10][C:9]=1[Cl:23])(=O)C.CO[Na].CO. (7) The reactants are: [OH:1][C:2]([CH3:17])([CH3:16])[CH2:3][C:4]1([C:10]2[CH:15]=[CH:14][CH:13]=[CH:12][CH:11]=2)[CH2:8][NH:7][C:6](=O)[CH2:5]1.[H-].[H-].[H-].[H-].[Li+].[Al+3]. Given the product [CH3:17][C:2]([OH:1])([CH3:16])[CH2:3][C:4]1([C:10]2[CH:15]=[CH:14][CH:13]=[CH:12][CH:11]=2)[CH2:5][CH2:6][NH:7][CH2:8]1, predict the reactants needed to synthesize it.